Dataset: Reaction yield outcomes from USPTO patents with 853,638 reactions. Task: Predict the reaction yield, written as a fraction of the theoretical maximum amount of product (1.0 means a 100% yield; for example, 0.34 means a 34% yield). (1) The reactants are C(O[CH:4]=[C:5]([C:11]#[N:12])[C:6]([O:8][CH2:9][CH3:10])=[O:7])C.[CH:13]([C:17]1[C:18]([NH:26][CH2:27][C:28]([F:31])([F:30])[F:29])=[N:19][C:20]([NH:24][NH2:25])=[N:21][C:22]=1[Cl:23])([CH2:15][CH3:16])[CH3:14]. The catalyst is C(O)C. The product is [NH2:12][C:11]1[N:24]([C:20]2[N:21]=[C:22]([Cl:23])[C:17]([CH:13]([CH2:15][CH3:16])[CH3:14])=[C:18]([NH:26][CH2:27][C:28]([F:31])([F:29])[F:30])[N:19]=2)[N:25]=[CH:4][C:5]=1[C:6]([O:8][CH2:9][CH3:10])=[O:7]. The yield is 0.630. (2) The product is [CH3:1][O:2][C:3](=[O:34])[CH:4]([C:9]1[CH:10]=[C:11]([C:23]2[CH:28]=[CH:27][C:26]([Cl:29])=[C:25]([C:30]([F:33])([F:31])[F:32])[CH:24]=2)[CH:12]=[C:13]([NH:40][C:39]2[CH:38]=[C:37]([C:36]([F:48])([F:49])[F:35])[CH:43]=[C:42]([C:44]([F:45])([F:46])[F:47])[CH:41]=2)[CH:14]=1)[CH2:5][CH:6]([CH3:8])[CH3:7]. The reactants are [CH3:1][O:2][C:3](=[O:34])[CH:4]([C:9]1[CH:10]=[C:11]([C:23]2[CH:28]=[CH:27][C:26]([Cl:29])=[C:25]([C:30]([F:33])([F:32])[F:31])[CH:24]=2)[CH:12]=[C:13](OS(C(F)(F)F)(=O)=O)[CH:14]=1)[CH2:5][CH:6]([CH3:8])[CH3:7].[F:35][C:36]([F:49])([F:48])[C:37]1[CH:38]=[C:39]([CH:41]=[C:42]([C:44]([F:47])([F:46])[F:45])[CH:43]=1)[NH2:40].CC(C)([O-])C.[Na+].C(P(C1C=CC2C(=CC=CC=2)C=1C1C2C(=CC=CC=2)C=CC=1)C(C)(C)C)(C)(C)C. The catalyst is C1(C)C=CC=CC=1.CC([O-])=O.CC([O-])=O.[Pd+2]. The yield is 0.440.